Dataset: KCNQ2 potassium channel screen with 302,405 compounds. Task: Binary Classification. Given a drug SMILES string, predict its activity (active/inactive) in a high-throughput screening assay against a specified biological target. (1) The molecule is s1c(CNC(=O)C2N(CCC2)C(=O)Nc2ccccc2)ccc1. The result is 0 (inactive). (2) The molecule is O(n1c2c(n(OCC)c(=O)c1=O)cccc2)Cc1ccccc1. The result is 0 (inactive). (3) The drug is S(CC(=O)C(C)(C)C)c1n(nnn1)C. The result is 0 (inactive). (4) The molecule is O=c1n(Cc2ccccc2)c(=O)c2nc3n(c12)cccc3. The result is 0 (inactive). (5) The molecule is Oc1c2c(n(CC)c(=O)c1C(=O)NCc1cc(OC)c(OC)cc1)cccc2. The result is 0 (inactive). (6) The compound is O(CC(O)CNC(=O)Nc1ccccc1)c1ccc(OC)cc1. The result is 0 (inactive).